From a dataset of Reaction yield outcomes from USPTO patents with 853,638 reactions. Predict the reaction yield, written as a fraction of the theoretical maximum amount of product (1.0 means a 100% yield; for example, 0.34 means a 34% yield). (1) The yield is 0.530. The reactants are FC(F)(F)S(O[C:7]1[CH:12]=[CH:11][C:10]([Cl:13])=[CH:9][C:8]=1[C:14]1[N:18]([CH2:19][O:20][CH2:21][CH2:22][Si:23]([CH3:26])([CH3:25])[CH3:24])[N:17]=[CH:16][C:15]=1[N+:27]([O-:29])=[O:28])(=O)=O.[CH:32]1(B(O)O)[CH2:34][CH2:33]1.P([O-])([O-])([O-])=O.[K+].[K+].[K+].[Br-].[Na+].O. The product is [Cl:13][C:10]1[CH:11]=[CH:12][C:7]([CH:32]2[CH2:34][CH2:33]2)=[C:8]([C:14]2[N:18]([CH2:19][O:20][CH2:21][CH2:22][Si:23]([CH3:26])([CH3:25])[CH3:24])[N:17]=[CH:16][C:15]=2[N+:27]([O-:29])=[O:28])[CH:9]=1. The catalyst is C1C=CC([P]([Pd]([P](C2C=CC=CC=2)(C2C=CC=CC=2)C2C=CC=CC=2)([P](C2C=CC=CC=2)(C2C=CC=CC=2)C2C=CC=CC=2)[P](C2C=CC=CC=2)(C2C=CC=CC=2)C2C=CC=CC=2)(C2C=CC=CC=2)C2C=CC=CC=2)=CC=1.C1(C)C=CC=CC=1. (2) The reactants are [C:1]([C:3]1([C:6]([OH:8])=O)[CH2:5][CH2:4]1)#[N:2].CCN(C(C)C)C(C)C.F[P-](F)(F)(F)(F)F.N1(O[P+](N(C)C)(N(C)C)N(C)C)C2C=CC=CC=2N=N1.[CH3:45][N:46]1[CH:50]=[C:49]([C:51]2[N:52]=[C:53]3[C:58]([NH:59][C@H:60]4[C@@H:64]([CH3:65])[CH2:63][NH:62][CH2:61]4)=[C:57]([C:66]([NH2:68])=[O:67])[CH:56]=[N:55][N:54]3[CH:69]=2)[CH:48]=[N:47]1.C(O)(C(F)(F)F)=O. The catalyst is C(Cl)Cl. The product is [C:1]([C:3]1([C:6]([N:62]2[CH2:63][C@H:64]([CH3:65])[C@H:60]([NH:59][C:58]3[C:53]4[N:54]([CH:69]=[C:51]([C:49]5[CH:48]=[N:47][N:46]([CH3:45])[CH:50]=5)[N:52]=4)[N:55]=[CH:56][C:57]=3[C:66]([NH2:68])=[O:67])[CH2:61]2)=[O:8])[CH2:5][CH2:4]1)#[N:2]. The yield is 0.594. (3) The reactants are [OH:1][C@@H:2]([CH2:29][CH3:30])[C:3]([N:5]1[CH2:10][CH2:9][N:8]([C:11]2[C:20]3[C:15](=[CH:16][C:17]([CH3:21])=[CH:18][CH:19]=3)[N:14]=[C:13]([C:22]3[CH:27]=[CH:26][CH:25]=[CH:24][C:23]=3[OH:28])[N:12]=2)[CH2:7][CH2:6]1)=[O:4].[ClH:31].CCOCC. The catalyst is C(Cl)Cl. The product is [ClH:31].[OH:1][C@@H:2]([CH2:29][CH3:30])[C:3]([N:5]1[CH2:10][CH2:9][N:8]([C:11]2[C:20]3[C:15](=[CH:16][C:17]([CH3:21])=[CH:18][CH:19]=3)[N:14]=[C:13]([C:22]3[CH:27]=[CH:26][CH:25]=[CH:24][C:23]=3[OH:28])[N:12]=2)[CH2:7][CH2:6]1)=[O:4]. The yield is 0.840. (4) The reactants are Br[C:2]1[CH:3]=[C:4]2[C:8](=[CH:9][CH:10]=1)[C:7](=[O:11])[NH:6][CH2:5]2.[B:12]1([B:12]2[O:16][C:15]([CH3:18])([CH3:17])[C:14]([CH3:20])([CH3:19])[O:13]2)[O:16][C:15]([CH3:18])([CH3:17])[C:14]([CH3:20])([CH3:19])[O:13]1.CC([O-])=O.[K+]. The catalyst is O1CCOCC1. The product is [CH3:19][C:14]1([CH3:20])[C:15]([CH3:18])([CH3:17])[O:16][B:12]([C:2]2[CH:3]=[C:4]3[C:8](=[CH:9][CH:10]=2)[C:7](=[O:11])[NH:6][CH2:5]3)[O:13]1. The yield is 0.660. (5) The reactants are F[C:2]1[CH:7]=[CH:6][C:5]([N+:8]([O-:10])=[O:9])=[CH:4][C:3]=1[CH3:11].[CH3:12][N:13]1[CH2:18][CH2:17][NH:16][CH2:15][CH2:14]1.[Na+].[Cl-]. The catalyst is CN1CCCC1=O. The product is [CH3:12][N:13]1[CH2:18][CH2:17][N:16]([C:2]2[CH:7]=[CH:6][C:5]([N+:8]([O-:10])=[O:9])=[CH:4][C:3]=2[CH3:11])[CH2:15][CH2:14]1. The yield is 0.920. (6) The reactants are C([O:3][C:4]1[C:13]2[N:12]=[C:11]([C:14]3[CH:19]=[CH:18][CH:17]=[CH:16][CH:15]=3)[N:10]=[CH:9][C:8]=2[CH2:7][CH2:6][CH:5]=1)C. The catalyst is C(O)(=O)C.O. The product is [C:14]1([C:11]2[N:10]=[CH:9][C:8]3[CH2:7][CH2:6][CH2:5][C:4](=[O:3])[C:13]=3[N:12]=2)[CH:15]=[CH:16][CH:17]=[CH:18][CH:19]=1. The yield is 0.950. (7) The reactants are [Cl:1][C:2]1[CH:11]=[CH:10][C:9](I)=[CH:8][C:3]=1[C:4]([O:6][CH3:7])=[O:5].B1([C:27]2[N:32]=[CH:31][CH:30]=[CH:29][CH:28]=2)OCCN(C2C=CC=CC=2)CCO1.C(=O)([O-])[O-].[K+].[K+].C1(P(C2C=CC=CC=2)C2C=CC=CC=2)C=CC=CC=1. The catalyst is C1COCC1.C([O-])(=O)C.[Pd+2].C([O-])(=O)C.[Cu](I)I. The product is [Cl:1][C:2]1[CH:11]=[CH:10][C:9]([C:31]2[CH:30]=[CH:29][CH:28]=[CH:27][N:32]=2)=[CH:8][C:3]=1[C:4]([O:6][CH3:7])=[O:5]. The yield is 0.490.